From a dataset of Reaction yield outcomes from USPTO patents with 853,638 reactions. Predict the reaction yield, written as a fraction of the theoretical maximum amount of product (1.0 means a 100% yield; for example, 0.34 means a 34% yield). (1) The reactants are [Cl-].O[NH3+:3].[C:4](=[O:7])([O-])[OH:5].[Na+].CS(C)=O.[CH3:13][C:14]1[N:15]([CH:39]=[C:40]([CH3:42])[CH3:41])[C:16](=[O:38])[C:17]([CH2:23][C:24]2[CH:29]=[CH:28][C:27]([C:30]3[C:31]([C:36]#[N:37])=[CH:32][CH:33]=[CH:34][CH:35]=3)=[CH:26][CH:25]=2)=[C:18]([CH2:20][CH2:21][CH3:22])[N:19]=1. The catalyst is O.C(OCC)(=O)C. The product is [CH3:13][C:14]1[N:15]([CH:39]=[C:40]([CH3:41])[CH3:42])[C:16](=[O:38])[C:17]([CH2:23][C:24]2[CH:29]=[CH:28][C:27]([C:30]3[CH:35]=[CH:34][CH:33]=[CH:32][C:31]=3[C:36]3[NH:3][C:4](=[O:7])[O:5][N:37]=3)=[CH:26][CH:25]=2)=[C:18]([CH2:20][CH2:21][CH3:22])[N:19]=1. The yield is 0.320. (2) The reactants are [CH3:1][O:2][C:3]1[CH:8]=[CH:7][C:6]([N:9]2[CH2:14][CH2:13][N:12]([CH2:15][CH2:16][NH2:17])[CH2:11][CH2:10]2)=[CH:5][CH:4]=1.[C:18]([N:22]1[C:26]([CH:27]=O)=[CH:25][C:24]([CH2:29][CH:30]([CH3:32])[CH3:31])=[N:23]1)([CH3:21])([CH3:20])[CH3:19]. No catalyst specified. The product is [C:18]([N:22]1[C:26]([CH2:27][NH:17][CH2:16][CH2:15][N:12]2[CH2:11][CH2:10][N:9]([C:6]3[CH:5]=[CH:4][C:3]([O:2][CH3:1])=[CH:8][CH:7]=3)[CH2:14][CH2:13]2)=[CH:25][C:24]([CH2:29][CH:30]([CH3:32])[CH3:31])=[N:23]1)([CH3:21])([CH3:20])[CH3:19]. The yield is 0.297.